Dataset: Full USPTO retrosynthesis dataset with 1.9M reactions from patents (1976-2016). Task: Predict the reactants needed to synthesize the given product. (1) Given the product [CH3:34][S:35]([O:26][CH2:25][C:23]1[N:22]=[CH:21][N:20]([C:1]([C:14]2[CH:15]=[CH:16][CH:17]=[CH:18][CH:19]=2)([C:8]2[CH:9]=[CH:10][CH:11]=[CH:12][CH:13]=2)[C:2]2[CH:7]=[CH:6][CH:5]=[CH:4][CH:3]=2)[CH:24]=1)(=[O:37])=[O:36], predict the reactants needed to synthesize it. The reactants are: [C:1]([N:20]1[CH:24]=[C:23]([CH2:25][OH:26])[N:22]=[CH:21]1)([C:14]1[CH:19]=[CH:18][CH:17]=[CH:16][CH:15]=1)([C:8]1[CH:13]=[CH:12][CH:11]=[CH:10][CH:9]=1)[C:2]1[CH:7]=[CH:6][CH:5]=[CH:4][CH:3]=1.C(N(CC)CC)C.[CH3:34][S:35](Cl)(=[O:37])=[O:36]. (2) Given the product [CH3:1][CH:2]1[CH2:7][NH:6][CH2:5][CH:4]([CH3:8])[N:3]1[C:20]1[S:21][C:22]2[CH:28]=[C:27]([C:29]([F:32])([F:31])[F:30])[CH:26]=[CH:25][C:23]=2[N:24]=1, predict the reactants needed to synthesize it. The reactants are: [CH3:1][C@H:2]1[CH2:7][NH:6][CH2:5][C@@H:4]([CH3:8])[NH:3]1.[Li]CCCC.C[Si](Cl)(C)C.Cl[C:20]1[S:21][C:22]2[CH:28]=[C:27]([C:29]([F:32])([F:31])[F:30])[CH:26]=[CH:25][C:23]=2[N:24]=1. (3) Given the product [O:1]=[C:2]1[CH2:6][CH2:5][C:4](=[O:7])[N:3]1[CH2:8][CH2:9][CH2:10][N:11]1[C:20]2[C:15](=[N:16][CH:17]=[C:18]([CH2:21][C:22]3[CH:23]=[CH:24][C:25]([F:28])=[CH:26][CH:27]=3)[CH:19]=2)[C:14]([OH:29])=[C:13]([C:30]([NH:40][CH2:39][CH2:38][O:37][CH3:36])=[O:31])[C:12]1=[O:35], predict the reactants needed to synthesize it. The reactants are: [O:1]=[C:2]1[CH2:6][CH2:5][C:4](=[O:7])[N:3]1[CH2:8][CH2:9][CH2:10][N:11]1[C:20]2[C:15](=[N:16][CH:17]=[C:18]([CH2:21][C:22]3[CH:27]=[CH:26][C:25]([F:28])=[CH:24][CH:23]=3)[CH:19]=2)[C:14]([OH:29])=[C:13]([C:30](OCC)=[O:31])[C:12]1=[O:35].[CH3:36][O:37][CH2:38][CH2:39][NH2:40]. (4) Given the product [Cl:12][C:13]1[C:18]([C:19]([F:20])([F:21])[F:22])=[C:17]([O:11][CH2:10][CH2:9][C:3]2[C:4]([F:8])=[CH:5][CH:6]=[CH:7][C:2]=2[Cl:1])[CH:16]=[CH:15][N:14]=1, predict the reactants needed to synthesize it. The reactants are: [Cl:1][C:2]1[CH:7]=[CH:6][CH:5]=[C:4]([F:8])[C:3]=1[CH2:9][CH2:10][OH:11].[Cl:12][C:13]1[C:18]([C:19]([F:22])([F:21])[F:20])=[C:17](Cl)[CH:16]=[CH:15][N:14]=1. (5) Given the product [C:4]([O:3][C:1]([N:8]1[CH2:9][CH:10]2[CH:14]([CH2:13][N:12]([C:17]3[CH:29]=[CH:28][C:27]4[C:26]5[C:21](=[CH:22][CH:23]=[CH:24][CH:25]=5)[CH2:20][C:19]=4[CH:18]=3)[CH2:11]2)[CH2:15]1)=[O:2])([CH3:7])([CH3:6])[CH3:5], predict the reactants needed to synthesize it. The reactants are: [C:1]([N:8]1[CH2:15][CH:14]2[CH:10]([CH2:11][NH:12][CH2:13]2)[CH2:9]1)([O:3][C:4]([CH3:7])([CH3:6])[CH3:5])=[O:2].Br[C:17]1[CH:29]=[CH:28][C:27]2[C:26]3[C:21](=[CH:22][CH:23]=[CH:24][CH:25]=3)[CH2:20][C:19]=2[CH:18]=1.C([O-])([O-])=O.[Cs+].[Cs+]. (6) Given the product [C:1]([C:4]1[C:12]2[C:7](=[CH:8][CH:9]=[CH:10][CH:11]=2)[N:6]([CH2:13][C:14]([OH:16])=[O:15])[N:5]=1)(=[O:3])[CH3:2], predict the reactants needed to synthesize it. The reactants are: [C:1]([C:4]1[C:12]2[C:7](=[CH:8][CH:9]=[CH:10][CH:11]=2)[N:6]([CH2:13][C:14]([O:16]C(C)(C)C)=[O:15])[N:5]=1)(=[O:3])[CH3:2].C(C1C2C(=CC=C(OC(F)(F)F)C=2)N(CC(O)=O)C=1)(=O)C. (7) The reactants are: [C:1]([C:5]1[N:9]([CH2:10][CH:11]2[CH2:16][CH2:15][O:14][CH2:13][CH2:12]2)[C:8]2[CH:17]=[CH:18][C:19]([S:21](Cl)(=[O:23])=[O:22])=[CH:20][C:7]=2[N:6]=1)([CH3:4])([CH3:3])[CH3:2].[NH:25]1[CH2:28][CH2:27][CH2:26]1. Given the product [N:25]1([S:21]([C:19]2[CH:18]=[CH:17][C:8]3[N:9]([CH2:10][CH:11]4[CH2:16][CH2:15][O:14][CH2:13][CH2:12]4)[C:5]([C:1]([CH3:4])([CH3:3])[CH3:2])=[N:6][C:7]=3[CH:20]=2)(=[O:23])=[O:22])[CH2:28][CH2:27][CH2:26]1, predict the reactants needed to synthesize it.